This data is from Peptide-MHC class I binding affinity with 185,985 pairs from IEDB/IMGT. The task is: Regression. Given a peptide amino acid sequence and an MHC pseudo amino acid sequence, predict their binding affinity value. This is MHC class I binding data. (1) The peptide sequence is FYNIPPMPL. The MHC is HLA-A24:03 with pseudo-sequence HLA-A24:03. The binding affinity (normalized) is 1.00. (2) The peptide sequence is DRYPANAIV. The MHC is HLA-A11:01 with pseudo-sequence HLA-A11:01. The binding affinity (normalized) is 0.0626. (3) The peptide sequence is FTGWRDPGL. The MHC is HLA-A26:01 with pseudo-sequence HLA-A26:01. The binding affinity (normalized) is 0.0847. (4) The peptide sequence is STLERTSKASLER. The MHC is HLA-B42:01 with pseudo-sequence HLA-B42:01. The binding affinity (normalized) is 0.0154. (5) The peptide sequence is QIFNIISYII. The MHC is HLA-A02:03 with pseudo-sequence HLA-A02:03. The binding affinity (normalized) is 0.508. (6) The peptide sequence is APRARTAAF. The MHC is HLA-A01:01 with pseudo-sequence HLA-A01:01. The binding affinity (normalized) is 0.0847. (7) The binding affinity (normalized) is 0.0847. The peptide sequence is YQRPFGGQS. The MHC is HLA-A01:01 with pseudo-sequence HLA-A01:01.